From a dataset of Full USPTO retrosynthesis dataset with 1.9M reactions from patents (1976-2016). Predict the reactants needed to synthesize the given product. Given the product [Cl:1][C:2]1[N:11]=[CH:10][C:9]2[N:8]3[CH:7]=[N:20][N:21]=[C:24]3[C@@H:23]([CH2:22][CH3:26])[N:5]([CH:15]3[CH2:19][CH2:18][CH2:17][CH2:16]3)[C:4]=2[N:3]=1, predict the reactants needed to synthesize it. The reactants are: [Cl:1][C:2]1[N:11]=[CH:10][C:9]2[NH:8][C:7](=O)[C@@H](CC)[N:5]([CH:15]3[CH2:19][CH2:18][CH2:17][CH2:16]3)[C:4]=2[N:3]=1.[NH2:20][NH2:21].[CH2:22]1[CH2:26]O[CH2:24][CH2:23]1.C(OCC)(=O)C.